The task is: Predict the reactants needed to synthesize the given product.. This data is from Full USPTO retrosynthesis dataset with 1.9M reactions from patents (1976-2016). (1) Given the product [CH3:35][O:34][C:29]1[CH:30]=[CH:31][CH:32]=[CH:33][C:28]=1[CH2:27][O:26][CH2:25][CH2:24][CH2:23][O:22][C:19]1[CH:20]=[CH:21][C:16]([CH:15]2[CH2:14][CH2:13][N:12]([C:36]([O:38][CH2:39][C:40]3[CH:45]=[CH:44][CH:43]=[CH:42][CH:41]=3)=[O:37])[CH2:11][CH:10]2[O:9][CH2:8][C:7]2[CH:46]=[CH:47][C:4]([C:2](=[O:3])[NH:55][CH3:54])=[C:5]([O:48][CH2:49][CH2:50][CH2:51][O:52][CH3:53])[CH:6]=2)=[CH:17][CH:18]=1, predict the reactants needed to synthesize it. The reactants are: Cl[C:2]([C:4]1[CH:47]=[CH:46][C:7]([CH2:8][O:9][CH:10]2[CH:15]([C:16]3[CH:21]=[CH:20][C:19]([O:22][CH2:23][CH2:24][CH2:25][O:26][CH2:27][C:28]4[CH:33]=[CH:32][CH:31]=[CH:30][C:29]=4[O:34][CH3:35])=[CH:18][CH:17]=3)[CH2:14][CH2:13][N:12]([C:36]([O:38][CH2:39][C:40]3[CH:45]=[CH:44][CH:43]=[CH:42][CH:41]=3)=[O:37])[CH2:11]2)=[CH:6][C:5]=1[O:48][CH2:49][CH2:50][CH2:51][O:52][CH3:53])=[O:3].[CH3:54][NH2:55]. (2) Given the product [ClH:63].[NH2:31][CH2:32][C:33]([C:35]1[CH:40]=[CH:39][C:38]2[O:13][CH2:12][CH2:14][O:23][C:37]=2[CH:36]=1)=[O:34], predict the reactants needed to synthesize it. The reactants are: C1N2CN3CN(C2)CN1C3.C(Br)[C:12]([C:14]1C=CC=CC=1)=[O:13].C(C1C=CC=CC=1)(=[O:23])C.Cl.[NH2:31][CH2:32][C:33]([C:35]1[CH:40]=[CH:39][CH:38]=[CH:37][CH:36]=1)=[O:34].C([O-])(=O)C.[Na+].C([Cl:63])(=O)CCCCCCCCCCCCCCC. (3) Given the product [Cl:33][C:17]1[C:18]([C:22]([NH:24][CH2:25][CH2:26][C:27]2[CH:28]=[CH:29][CH:30]=[CH:31][CH:32]=2)=[O:23])=[C:19]2[C:14](=[CH:15][CH:16]=1)[N:13]=[C:12]([N:9]1[CH2:8][CH2:7][CH:6]([C:4]([OH:5])=[O:3])[CH2:11][CH2:10]1)[CH:21]=[CH:20]2, predict the reactants needed to synthesize it. The reactants are: C([O:3][C:4]([CH:6]1[CH2:11][CH2:10][N:9]([C:12]2[CH:21]=[CH:20][C:19]3[C:14](=[CH:15][CH:16]=[C:17]([Cl:33])[C:18]=3[C:22]([NH:24][CH2:25][CH2:26][C:27]3[CH:32]=[CH:31][CH:30]=[CH:29][CH:28]=3)=[O:23])[N:13]=2)[CH2:8][CH2:7]1)=[O:5])C.Cl. (4) Given the product [CH3:16][C:15]1[C:3]2[C:2](=[C:1]([CH3:9])[CH:6]=[CH:5][CH:4]=2)[NH:7][C:11]=1[C:12]([O:14][CH2:17][CH3:18])=[O:13], predict the reactants needed to synthesize it. The reactants are: [C:1]1([CH3:9])[CH:6]=[CH:5][CH:4]=[CH:3][C:2]=1[NH:7]N.O=[C:11]([CH2:15][CH3:16])[C:12]([OH:14])=[O:13].[CH2:17](O)[CH3:18]. (5) Given the product [Cl:42][C:43]1[CH:44]=[CH:45][C:46]([CH2:49][N:13]2[CH2:14][CH2:15][CH2:16][C:17](=[O:18])[C:11]3[CH:10]=[N:9][N:8]([CH2:7][C:6]4[CH:5]=[CH:4][C:3]([O:2][CH3:1])=[CH:20][CH:19]=4)[C:12]2=3)=[N:47][CH:48]=1, predict the reactants needed to synthesize it. The reactants are: [CH3:1][O:2][C:3]1[CH:20]=[CH:19][C:6]([CH2:7][N:8]2[C:12]3[NH:13][CH2:14][CH2:15][CH2:16][C:17](=[O:18])[C:11]=3[CH:10]=[N:9]2)=[CH:5][CH:4]=1.C1OCCOCCOCCOCCOC1.CC([O-])(C)C.[Na+].[Cl:42][C:43]1[CH:44]=[CH:45][C:46]([CH2:49]Cl)=[N:47][CH:48]=1.